Dataset: Experimentally validated miRNA-target interactions with 360,000+ pairs, plus equal number of negative samples. Task: Binary Classification. Given a miRNA mature sequence and a target amino acid sequence, predict their likelihood of interaction. (1) The miRNA is hsa-miR-3685 with sequence UUUCCUACCCUACCUGAAGACU. The protein sequence of the target gene is MAQEVSEYLSQNPRVAAWVEALRCDGETDKHWRHRRDFLLRNAGDLAPAGGAASASTDEAADAESGTRNRQLQQLISFSMAWANHVFLGCRYPQKVMDKILSMAEGIKVTDAPTYTTRDELVAKVKKRGISSSNEGVEEPSKKRVIEGKNSSAVEQDHAKTSAKTERASAQQENSSTCIGSAIKSESGNSARSSGISSQNSSTSDGDRSVSSQSSSSVSSQVTTAGSGKASEAEAPDKHGSASFVSLLKSSVNSHMTQSTDSRQQSGSPKKSALEGSSASASQSSSEIEVPLLGSSGSSE.... Result: 1 (interaction). (2) The miRNA is hsa-miR-769-3p with sequence CUGGGAUCUCCGGGGUCUUGGUU. The protein sequence of the target gene is MFPNSILGRPPFTPNHQQHNNFFTLSPTVYSHQQLIDAQFNFQNADLSRAVSLQQLTYGNVSPIQTSASPLFRGRKRLSDEKNLPLDGKRQRFHSPHQEPTVVNQIVPLSGERRYSMPPLFHTHYVPDIVRCVPPFREIAFLEPREITLPEAKDKLSQQILELFETCQQQISDLKKKELCRTQLQREIQLLFPQSRLFLVGSSLNGFGTRSSDGDLCLVVKEEPCFFQVNQKTEARHILTLVHKHFCTRLSGYIERPQLIRAKVPIVKFRDKVSCVEFDLNVNNIVGIRNTFLLRTYAYL.... Result: 0 (no interaction). (3) The miRNA is hsa-miR-597-5p with sequence UGUGUCACUCGAUGACCACUGU. The protein sequence of the target gene is MELLQVTILFLLPSICSSNSTGVLEAANNSLVVTTTKPSITTPNTESLQKNVVTPTTGTTPKGTITNELLKMSLMSTATFLTSKDEGLKATTTDVRKNDSIISNVTVTSVTLPNAVSTLQSSKPKTETQSSIKTTEIPGSVLQPDASPSKTGTLTSIPVTIPENTSQSQVIGTEGGKNASTSATSRSYSSIILPVVIALIVITLSVFVLVGLYRMCWKADPGTPENGNDQPQSDKESVKLLTVKTISHESGEHSAQGKTKN. Result: 1 (interaction).